This data is from Reaction yield outcomes from USPTO patents with 853,638 reactions. The task is: Predict the reaction yield, written as a fraction of the theoretical maximum amount of product (1.0 means a 100% yield; for example, 0.34 means a 34% yield). The reactants are [Br:1][C:2]1[CH:14]=[CH:13][C:5]([C:6]([O:8][C:9]([CH3:12])([CH3:11])[CH3:10])=[O:7])=[CH:4][C:3]=1[CH3:15].[Br:16]N1C(=O)CCC1=O. The catalyst is C(Cl)(Cl)(Cl)Cl.N(C(C)(C)C#N)=NC(C)(C)C#N. The product is [Br:1][C:2]1[CH:14]=[CH:13][C:5]([C:6]([O:8][C:9]([CH3:10])([CH3:11])[CH3:12])=[O:7])=[CH:4][C:3]=1[CH2:15][Br:16]. The yield is 0.770.